From a dataset of Full USPTO retrosynthesis dataset with 1.9M reactions from patents (1976-2016). Predict the reactants needed to synthesize the given product. The reactants are: C[O:2][C:3](=[O:31])[C:4]1[CH:9]=[C:8]([NH:10][C:11](=[O:30])[CH2:12][O:13][C:14]2[CH:19]=[CH:18][C:17]([C:20]34[CH2:29][CH:24]5[CH2:25][CH:26]([CH2:28][CH:22]([CH2:23]5)[CH2:21]3)[CH2:27]4)=[CH:16][CH:15]=2)[CH:7]=[N:6][CH:5]=1.[I-].[Li+]. Given the product [C:20]12([C:17]3[CH:18]=[CH:19][C:14]([O:13][CH2:12][C:11]([NH:10][C:8]4[CH:7]=[N:6][CH:5]=[C:4]([CH:9]=4)[C:3]([OH:31])=[O:2])=[O:30])=[CH:15][CH:16]=3)[CH2:27][CH:26]3[CH2:28][CH:22]([CH2:23][CH:24]([CH2:25]3)[CH2:29]1)[CH2:21]2, predict the reactants needed to synthesize it.